Task: Predict which catalyst facilitates the given reaction.. Dataset: Catalyst prediction with 721,799 reactions and 888 catalyst types from USPTO (1) Reactant: [NH2:1][C:2]1[CH:3]=[C:4]([CH:12]=[CH:13][C:14]=1[NH2:15])[O:5][CH2:6][C:7]([O:9][CH2:10][CH3:11])=[O:8].[C:16](OCC)(=O)[CH:17]=[O:18]. Product: [O:18]=[C:17]1[CH:16]=[N:1][C:2]2[C:14](=[CH:13][CH:12]=[C:4]([O:5][CH2:6][C:7]([O:9][CH2:10][CH3:11])=[O:8])[CH:3]=2)[NH:15]1. The catalyst class is: 11. (2) Reactant: C([O-])(=O)C.[NH4+].[C:6]([O:10][C:11]([N:13]1[CH2:18][CH2:17][C:16](=O)[C:15]([CH3:21])([CH3:20])[CH2:14]1)=[O:12])([CH3:9])([CH3:8])[CH3:7].C([BH3-])#[N:23].[Na+]. Product: [NH2:23][CH:16]1[CH2:17][CH2:18][N:13]([C:11]([O:10][C:6]([CH3:9])([CH3:8])[CH3:7])=[O:12])[CH2:14][C:15]1([CH3:21])[CH3:20]. The catalyst class is: 5.